From a dataset of Reaction yield outcomes from USPTO patents with 853,638 reactions. Predict the reaction yield, written as a fraction of the theoretical maximum amount of product (1.0 means a 100% yield; for example, 0.34 means a 34% yield). (1) The reactants are Cl[CH2:2][C:3]1[CH:22]=[CH:21][CH:20]=[CH:19][C:4]=1[O:5][CH2:6][C:7]1[N:8]=[C:9]([C:13]2[CH:18]=[CH:17][CH:16]=[CH:15][CH:14]=2)[O:10][C:11]=1[CH3:12].[OH:23]/[N:24]=[C:25](/[C:32]1[CH:37]=[CH:36][CH:35]=[CH:34][CH:33]=1)\[CH2:26][CH2:27][C:28]([O:30][CH3:31])=[O:29].[H-].[Na+].Cl. The catalyst is CN(C)C=O.O. The product is [CH3:12][C:11]1[O:10][C:9]([C:13]2[CH:18]=[CH:17][CH:16]=[CH:15][CH:14]=2)=[N:8][C:7]=1[CH2:6][O:5][C:4]1[CH:19]=[CH:20][CH:21]=[CH:22][C:3]=1[CH2:2][O:23]/[N:24]=[C:25](/[C:32]1[CH:37]=[CH:36][CH:35]=[CH:34][CH:33]=1)\[CH2:26][CH2:27][C:28]([O:30][CH3:31])=[O:29]. The yield is 0.710. (2) The reactants are CS(O)(=O)=O.[NH2:6][CH2:7][C:8]1[CH:9]=[C:10]2[C:14](=[CH:15][CH:16]=1)[C:13](=[O:17])[N:12]([CH:18]1[CH2:23][CH2:22][C:21](=[O:24])[NH:20][C:19]1=[O:25])[CH2:11]2.C1N=CN([C:31]([N:33]2C=N[CH:35]=[CH:34]2)=[O:32])C=1.[Si:38]([O:45][C:46]1[CH:52]=CC(N)=[CH:48][C:47]=1[CH3:53])([C:41]([CH3:44])([CH3:43])[CH3:42])([CH3:40])[CH3:39]. The catalyst is CN(C=O)C. The product is [Si:38]([O:45][C:46]1[CH:52]=[CH:35][C:34]([NH:33][C:31]([NH:6][CH2:7][C:8]2[CH:9]=[C:10]3[C:14](=[CH:15][CH:16]=2)[C:13](=[O:17])[N:12]([CH:18]2[CH2:23][CH2:22][C:21](=[O:24])[NH:20][C:19]2=[O:25])[CH2:11]3)=[O:32])=[CH:48][C:47]=1[CH3:53])([C:41]([CH3:42])([CH3:43])[CH3:44])([CH3:40])[CH3:39]. The yield is 0.550. (3) The reactants are [C:1]([O:5][C:6]([N:8]1[CH:13]([CH2:14][CH3:15])[CH2:12][CH:11]([N:16]([C:32]2[N:37]=[CH:36][C:35]([O:38]CC3C=CC=CC=3)=[CH:34][N:33]=2)[CH2:17][C:18]2[CH:23]=[C:22]([C:24]([F:27])([F:26])[F:25])[CH:21]=[C:20]([C:28]([F:31])([F:30])[F:29])[CH:19]=2)[CH2:10][CH:9]1[CH2:46][C:47]1[CH:52]=[CH:51][CH:50]=[CH:49][CH:48]=1)=[O:7])([CH3:4])([CH3:3])[CH3:2]. The catalyst is [Pd].CO. The product is [C:1]([O:5][C:6]([N:8]1[CH:13]([CH2:14][CH3:15])[CH2:12][CH:11]([N:16]([CH2:17][C:18]2[CH:23]=[C:22]([C:24]([F:25])([F:26])[F:27])[CH:21]=[C:20]([C:28]([F:29])([F:30])[F:31])[CH:19]=2)[C:32]2[N:33]=[CH:34][C:35]([OH:38])=[CH:36][N:37]=2)[CH2:10][CH:9]1[CH2:46][C:47]1[CH:48]=[CH:49][CH:50]=[CH:51][CH:52]=1)=[O:7])([CH3:2])([CH3:3])[CH3:4]. The yield is 0.950.